The task is: Predict the reaction yield, written as a fraction of the theoretical maximum amount of product (1.0 means a 100% yield; for example, 0.34 means a 34% yield).. This data is from Reaction yield outcomes from USPTO patents with 853,638 reactions. The reactants are [CH2:1]([C@H:8]1[N:13]([C:14](=[O:25])[CH2:15][CH2:16][C:17]2[CH:22]=[C:21]([CH3:23])[CH:20]=[CH:19][C:18]=2[OH:24])[CH2:12][CH2:11][N:10]([C:26]([O:28][C:29]([CH3:32])([CH3:31])[CH3:30])=[O:27])[CH2:9]1)[C:2]1[CH:7]=[CH:6][CH:5]=[CH:4][CH:3]=1.C(=O)([O-])[O-].[K+].[K+].F[C:40]1[CH:47]=[CH:46][C:45]([CH3:48])=[CH:44][C:41]=1[CH:42]=[O:43]. The catalyst is CN(C)C=O.C(OCC)(=O)C. The product is [CH2:1]([C@H:8]1[N:13]([C:14](=[O:25])[CH2:15][CH2:16][C:17]2[CH:22]=[C:21]([CH3:23])[CH:20]=[CH:19][C:18]=2[O:24][C:40]2[CH:47]=[CH:46][C:45]([CH3:48])=[CH:44][C:41]=2[CH:42]=[O:43])[CH2:12][CH2:11][N:10]([C:26]([O:28][C:29]([CH3:32])([CH3:31])[CH3:30])=[O:27])[CH2:9]1)[C:2]1[CH:7]=[CH:6][CH:5]=[CH:4][CH:3]=1. The yield is 0.430.